From a dataset of Full USPTO retrosynthesis dataset with 1.9M reactions from patents (1976-2016). Predict the reactants needed to synthesize the given product. (1) Given the product [OH:1][C:2]1[CH:3]=[CH:4][C:5]([CH:8]([CH:15]=[C:16]([CH3:17])[CH3:18])[CH2:9][C:10]([O:12][CH2:13][CH3:14])=[O:11])=[CH:6][CH:7]=1, predict the reactants needed to synthesize it. The reactants are: [OH:1][C:2]1[CH:7]=[CH:6][C:5]([C@H:8]([CH:15]=[C:16]([CH3:18])[CH3:17])[CH2:9][C:10]([O:12][CH2:13][CH3:14])=[O:11])=[CH:4][CH:3]=1.OC1C=CC([C@@H](C=C(C)C)CC(OCC)=O)=CC=1. (2) Given the product [NH2:23][C@H:18]1[C@H:19]([F:22])[CH2:20][O:21][C@H:15]([C:14]2[N:13]([CH3:31])[N:12]=[CH:11][C:10]=2[NH:9][C:7]([C:5]2[N:6]=[C:2]([C:34]3[C:35]([F:45])=[CH:36][C:37]([C:39]4([O:43][CH3:44])[CH2:40][O:41][CH2:42]4)=[CH:38][C:33]=3[F:32])[S:3][CH:4]=2)=[O:8])[CH2:16][CH2:17]1, predict the reactants needed to synthesize it. The reactants are: Br[C:2]1[S:3][CH:4]=[C:5]([C:7]([NH:9][C:10]2[CH:11]=[N:12][N:13]([CH3:31])[C:14]=2[C@H:15]2[O:21][CH2:20][C@@H:19]([F:22])[C@H:18]([NH:23]C(=O)OC(C)(C)C)[CH2:17][CH2:16]2)=[O:8])[N:6]=1.[F:32][C:33]1[CH:38]=[C:37]([C:39]2([O:43][CH3:44])[CH2:42][O:41][CH2:40]2)[CH:36]=[C:35]([F:45])[C:34]=1B1OC(C)(C)C(C)(C)O1. (3) Given the product [Br:7][C:8]1[CH:9]=[C:10]2[NH:16][C:15](=[O:17])[C:14]3([CH2:20][CH2:19][C:18](=[O:22])[CH2:2][CH2:1]3)[C:11]2=[N:12][CH:13]=1, predict the reactants needed to synthesize it. The reactants are: [CH3:1][C:2](C)([O-])C.[K+].[Br:7][C:8]1[CH:9]=[C:10]2[NH:16][C:15](=[O:17])[CH2:14][C:11]2=[N:12][CH:13]=1.[C:18]([O:22]C)(=O)[CH:19]=[CH2:20].O. (4) Given the product [C:25]1([S:31][C:24]2[C:23]3[C:18](=[CH:19][CH:20]=[CH:21][CH:22]=3)[NH:17][C:16]=2[C:14]([N:11]2[CH2:10][CH2:9][NH:8][CH2:13][CH2:12]2)=[O:15])[CH:30]=[CH:29][CH:28]=[CH:27][CH:26]=1, predict the reactants needed to synthesize it. The reactants are: C(OC([N:8]1[CH2:13][CH2:12][N:11]([C:14]([C:16]2[NH:17][C:18]3[C:23]([CH:24]=2)=[CH:22][CH:21]=[CH:20][CH:19]=3)=[O:15])[CH2:10][CH2:9]1)=O)(C)(C)C.[C:25]1([S:31][S:31][C:25]2[CH:30]=[CH:29][CH:28]=[CH:27][CH:26]=2)[CH:30]=[CH:29][CH:28]=[CH:27][CH:26]=1.FC(F)(F)C(O)=O. (5) Given the product [Br:25][CH2:17][C:15]1[CH:14]=[CH:13][C:11]2[N:12]=[C:8]([CH:1]3[CH2:2][CH2:7][CH2:6][CH2:5][CH2:4]3)[S:9][C:10]=2[CH:16]=1, predict the reactants needed to synthesize it. The reactants are: [CH2:1]([C:8]1[S:9][C:10]2[CH:16]=[C:15]([CH3:17])[CH:14]=[CH:13][C:11]=2[N:12]=1)[C:2]1[CH:7]=[CH:6][CH:5]=[CH:4]C=1.C1C(=O)N([Br:25])C(=O)C1.CC(N=NC(C#N)(C)C)(C#N)C.C(Cl)(Cl)(Cl)Cl.